From a dataset of Full USPTO retrosynthesis dataset with 1.9M reactions from patents (1976-2016). Predict the reactants needed to synthesize the given product. (1) Given the product [CH2:8]([O:15][C:16]([NH:18][C:19]1[CH:34]=[CH:33][C:22]([O:23][C:24]2[CH:29]=[CH:28][N:27]=[C:26]([NH:3][C:6](=[O:43])[O:63][C:59]([CH3:62])([CH3:61])[CH3:60])[CH:25]=2)=[CH:21][C:20]=1[F:35])=[O:17])[C:9]1[CH:10]=[CH:11][CH:12]=[CH:13][CH:14]=1, predict the reactants needed to synthesize it. The reactants are: C([N:3]([CH2:6]C)CC)C.[CH2:8]([O:15][C:16]([NH:18][C:19]1[CH:34]=[CH:33][C:22]([O:23][C:24]2[CH:29]=[CH:28][N:27]=[C:26](C(O)=O)[CH:25]=2)=[CH:21][C:20]=1[F:35])=[O:17])[C:9]1[CH:14]=[CH:13][CH:12]=[CH:11][CH:10]=1.C1(P(N=[N+]=[N-])(C2C=CC=CC=2)=[O:43])C=CC=CC=1.C(OCC)(=O)C.[C:59]([OH:63])([CH3:62])([CH3:61])[CH3:60]. (2) The reactants are: [Cl:1][C:2]1[N:7]=[C:6]([C:8]2[CH:9]=[C:10]([CH:13]=[CH:14][CH:15]=2)[CH:11]=O)[CH:5]=[CH:4][N:3]=1.[C:16]([O:20][C:21]([N:23]1[CH2:29][CH2:28][CH2:27][NH:26][CH2:25][CH2:24]1)=[O:22])([CH3:19])([CH3:18])[CH3:17]. Given the product [C:16]([O:20][C:21]([N:23]1[CH2:29][CH2:28][CH2:27][N:26]([CH2:11][C:10]2[CH:13]=[CH:14][CH:15]=[C:8]([C:6]3[CH:5]=[CH:4][N:3]=[C:2]([Cl:1])[N:7]=3)[CH:9]=2)[CH2:25][CH2:24]1)=[O:22])([CH3:19])([CH3:17])[CH3:18], predict the reactants needed to synthesize it. (3) Given the product [Br:2][C:3]1[CH:4]=[CH:5][C:6]([CH:9]([C:19]2[CH:24]=[CH:23][CH:22]=[CH:21][N:20]=2)[O:10][CH:11]([CH2:15][CH:16]([CH3:18])[CH3:17])[C:12]([NH:29][CH2:28][C:27]#[N:26])=[O:14])=[CH:7][CH:8]=1, predict the reactants needed to synthesize it. The reactants are: [K+].[Br:2][C:3]1[CH:8]=[CH:7][C:6]([CH:9]([C:19]2[CH:24]=[CH:23][CH:22]=[CH:21][N:20]=2)[O:10][CH:11]([CH2:15][CH:16]([CH3:18])[CH3:17])[C:12]([O-:14])=O)=[CH:5][CH:4]=1.Cl.[NH2:26][CH2:27][C:28]#[N:29]. (4) Given the product [NH2:7][C@H:8]([C:14]1[N:15]=[C:16]2[CH:21]=[CH:20][C:19]([C:22]([CH3:25])([CH3:24])[CH3:23])=[CH:18][N:17]2[CH:26]=1)[C@@H:9]([CH3:13])[C:10]([NH2:12])=[O:11], predict the reactants needed to synthesize it. The reactants are: C(OC(=O)[NH:7][C@H:8]([C:14]1[N:15]=[C:16]2[CH:21]=[CH:20][C:19]([C:22]([CH3:25])([CH3:24])[CH3:23])=[CH:18][N:17]2[CH:26]=1)[C@@H:9]([CH3:13])[C:10]([NH2:12])=[O:11])(C)(C)C.FC(F)(F)C(O)=O.